From a dataset of Reaction yield outcomes from USPTO patents with 853,638 reactions. Predict the reaction yield, written as a fraction of the theoretical maximum amount of product (1.0 means a 100% yield; for example, 0.34 means a 34% yield). (1) The reactants are [C:1]([NH:4][C:5]1[CH:13]=[CH:12][CH:11]=[C:10]2[C:6]=1[C:7](=[O:33])[N:8]([CH:15]([C:20]1[CH:25]=[CH:24][C:23]([O:26][CH:27]([F:29])[F:28])=[C:22]([O:30][CH2:31][CH3:32])[CH:21]=1)[CH2:16][C:17](O)=[O:18])[C:9]2=[O:14])(=[O:3])[CH3:2].C1N=[CH:37][N:36](C(N2C=NC=C2)=O)[CH:35]=1.CNC. The catalyst is C1COCC1. The product is [C:1]([NH:4][C:5]1[CH:13]=[CH:12][CH:11]=[C:10]2[C:6]=1[C:7](=[O:33])[N:8]([CH:15]([C:20]1[CH:25]=[CH:24][C:23]([O:26][CH:27]([F:28])[F:29])=[C:22]([O:30][CH2:31][CH3:32])[CH:21]=1)[CH2:16][C:17]([N:36]([CH3:37])[CH3:35])=[O:18])[C:9]2=[O:14])(=[O:3])[CH3:2]. The yield is 0.670. (2) The product is [N+:19]([C:11]1[CH:10]=[C:9]([CH:14]=[C:13]([C:15]([F:18])([F:17])[F:16])[CH:12]=1)[CH2:7][N:4]1[CH2:3][CH2:2][O:1][CH2:6][CH2:5]1)([O-:21])=[O:20]. The yield is 0.270. The reactants are [O:1]1[CH2:6][CH2:5][N:4]([C:7]([C:9]2[CH:14]=[C:13]([C:15]([F:18])([F:17])[F:16])[CH:12]=[C:11]([N+:19]([O-:21])=[O:20])[CH:10]=2)=O)[CH2:3][CH2:2]1.CSC.B. The catalyst is C1COCC1. (3) The reactants are [CH2:1]([O:5][C:6]1[CH:10]=[C:9]([CH2:11][CH2:12][S:13]([NH2:16])(=[O:15])=[O:14])[N:8]([CH2:17][C:18]2[CH:23]=[CH:22][C:21]([Cl:24])=[CH:20][C:19]=2[Cl:25])[N:7]=1)[CH2:2][CH2:3][CH3:4].N1(C2C=CN=CC=2)CCCC1.[C:37](Cl)(=[O:43])[CH2:38][CH2:39][CH2:40][CH2:41][CH3:42].Cl. The catalyst is N1C=CC=CC=1. The product is [CH2:1]([O:5][C:6]1[CH:10]=[C:9]([CH2:11][CH2:12][S:13]([NH:16][C:37](=[O:43])[CH2:38][CH2:39][CH2:40][CH2:41][CH3:42])(=[O:14])=[O:15])[N:8]([CH2:17][C:18]2[CH:23]=[CH:22][C:21]([Cl:24])=[CH:20][C:19]=2[Cl:25])[N:7]=1)[CH2:2][CH2:3][CH3:4]. The yield is 0.400. (4) The reactants are [N+:1]([C:4]1[CH:5]=[C:6]2[O:13][CH2:12][CH:11]([NH:14][C:15](=[O:24])OCC3C=CC=CC=3)[CH2:10][C:7]2=[N:8][CH:9]=1)([O-:3])=[O:2].[N+]([C:28]1C=C2C(NC(=O)OCC3C=CC=CC=3)COCC2=N[CH:33]=1)([O-])=O.Br.C(Cl)(=O)CC.C(N(CC)CC)C. The catalyst is C(Cl)Cl.C(O)(=O)C. The product is [N+:1]([C:4]1[CH:5]=[C:10]2[CH:11]([NH:14][C:15](=[O:24])[CH2:28][CH3:33])[CH2:12][O:13][CH2:6][C:7]2=[N:8][CH:9]=1)([O-:3])=[O:2]. The yield is 0.330. (5) The reactants are I[C:2]1[CH:3]=[C:4]([CH:8]=[C:9]([N+:11]([O-:13])=[O:12])[CH:10]=1)[C:5]([OH:7])=[O:6].B(O)(O)[C:15]1[CH:16]=[CH:17][C:18]([CH3:21])=[CH:19][CH:20]=1.C([O-])([O-])=O.[Cs+].[Cs+].[OH-].[Na+]. The catalyst is C1(C)C=CC=CC=1.C(O)C.O.C1C=CC([P]([Pd]([P](C2C=CC=CC=2)(C2C=CC=CC=2)C2C=CC=CC=2)([P](C2C=CC=CC=2)(C2C=CC=CC=2)C2C=CC=CC=2)[P](C2C=CC=CC=2)(C2C=CC=CC=2)C2C=CC=CC=2)(C2C=CC=CC=2)C2C=CC=CC=2)=CC=1. The product is [CH3:21][C:18]1[CH:19]=[CH:20][C:15]([C:2]2[CH:10]=[C:9]([N+:11]([O-:13])=[O:12])[CH:8]=[C:4]([C:5]([OH:7])=[O:6])[CH:3]=2)=[CH:16][CH:17]=1. The yield is 0.972. (6) The reactants are [Cl:1][C:2]1[CH:10]=[C:9]([CH:11](O)[CH3:12])[C:5]2[O:6][CH2:7][O:8][C:4]=2[CH:3]=1.C1C=C[NH+:17]=CC=1.[O-][Cr](Cl)(=O)=O. The catalyst is ClCCl. The product is [Cl:1][C:2]1[CH:10]=[C:9]([CH:11]([NH2:17])[CH3:12])[C:5]2[O:6][CH2:7][O:8][C:4]=2[CH:3]=1. The yield is 0.590.